From a dataset of Full USPTO retrosynthesis dataset with 1.9M reactions from patents (1976-2016). Predict the reactants needed to synthesize the given product. (1) Given the product [CH:23]([N:3]([CH2:11][CH2:12][CH2:13][CH2:14][C:15]([O:17][CH2:18][CH3:19])=[O:16])[C:4]1[CH:9]=[CH:8][CH:7]=[CH:6][N:5]=1)=[O:24], predict the reactants needed to synthesize it. The reactants are: [H-].[Na+].[NH2:3][C:4]1[CH:9]=[CH:8][CH:7]=[CH:6][N:5]=1.Br[CH2:11][CH2:12][CH2:13][CH2:14][C:15]([O:17][CH2:18][CH3:19])=[O:16].CN([CH:23]=[O:24])C. (2) Given the product [OH:28][C:25]1[CH:26]=[CH:27][C:22]([C:2]#[C:1][C:3]2[CH:4]=[N:5][CH:6]=[C:7]([CH:20]=2)[C:8]([N:10]=[S@@:11]([CH3:19])(=[O:18])[C:12]2[CH:13]=[CH:14][CH:15]=[CH:16][CH:17]=2)=[O:9])=[CH:23][CH:24]=1, predict the reactants needed to synthesize it. The reactants are: [C:1]([C:3]1[CH:4]=[N:5][CH:6]=[C:7]([CH:20]=1)[C:8]([N:10]=[S@@:11]([CH3:19])(=[O:18])[C:12]1[CH:17]=[CH:16][CH:15]=[CH:14][CH:13]=1)=[O:9])#[CH:2].I[C:22]1[CH:27]=[CH:26][C:25]([OH:28])=[CH:24][CH:23]=1.C(N(CC)CC)C. (3) Given the product [CH2:35]([N:3]([CH2:1][CH3:2])[C:4]1[CH:9]=[C:8]([C:10]2[O:14][N:13]=[C:12]([C:15]3[CH:30]=[C:29]([CH3:31])[C:18]([O:19][CH2:20][C@@H:21]([OH:28])[CH2:22][NH:23][C:24](=[O:27])[CH2:25][OH:26])=[C:17]([CH2:32][CH3:33])[CH:16]=3)[N:11]=2)[CH:7]=[C:6]([CH3:34])[N:5]=1)[CH3:36], predict the reactants needed to synthesize it. The reactants are: [CH2:1]([N:3]([CH2:35][CH3:36])[C:4]1[CH:9]=[C:8]([C:10]2[O:14][N:13]=[C:12]([C:15]3[CH:30]=[C:29]([CH3:31])[C:18]([O:19][CH2:20][C@H:21]([OH:28])[CH2:22][NH:23][C:24](=[O:27])[CH2:25][OH:26])=[C:17]([CH2:32][CH3:33])[CH:16]=3)[N:11]=2)[CH:7]=[C:6]([CH3:34])[N:5]=1)[CH3:2].NC[C@H](O)COC1C(C)=CC(C2N=C(C3C=C(C)N=C(N(CC)CC)C=3)ON=2)=CC=1CC. (4) Given the product [CH2:1]([O:6][C:7]1[C:8]([O:10][C@H:11]([C@H:14]([CH2:16][O:17][C:24](=[O:40])[CH2:25][CH2:26][CH2:27][CH2:28][CH2:29][CH2:30][CH2:31][CH2:32][CH2:33][CH2:34][CH2:35][CH2:36][CH2:37][CH2:38][CH3:39])[OH:15])[C:12]=1[OH:13])=[O:9])[CH:2]([CH2:4][OH:5])[OH:3], predict the reactants needed to synthesize it. The reactants are: [CH2:1]([O:6][C:7]1[C:8]([O:10][C@H:11]([C@H:14]([CH2:16][OH:17])[OH:15])[C:12]=1[OH:13])=[O:9])[CH:2]([CH2:4][OH:5])[OH:3].N1C=CC=CC=1.[C:24](O[C:24](=[O:40])[CH2:25][CH2:26][CH2:27][CH2:28][CH2:29][CH2:30][CH2:31][CH2:32][CH2:33][CH2:34][CH2:35][CH2:36][CH2:37][CH2:38][CH3:39])(=[O:40])[CH2:25][CH2:26][CH2:27][CH2:28][CH2:29][CH2:30][CH2:31][CH2:32][CH2:33][CH2:34][CH2:35][CH2:36][CH2:37][CH2:38][CH3:39]. (5) Given the product [CH3:1][NH:2][C:3]([C:5]1[CH:10]=[CH:9][CH:8]=[C:7]([C:22]2[CH:23]=[CH:24][C:19]([O:12][C:13]3[CH:18]=[CH:17][CH:16]=[CH:15][CH:14]=3)=[CH:20][CH:21]=2)[N:6]=1)=[O:4], predict the reactants needed to synthesize it. The reactants are: [CH3:1][NH:2][C:3]([C:5]1[CH:10]=[CH:9][CH:8]=[C:7](Br)[N:6]=1)=[O:4].[O:12]([C:19]1[CH:24]=[CH:23][C:22](B(O)O)=[CH:21][CH:20]=1)[C:13]1[CH:18]=[CH:17][CH:16]=[CH:15][CH:14]=1. (6) The reactants are: ClC(OCC(C)C)=O.[Cl:9][C:10]1[CH:15]=[CH:14][C:13]([CH:16]([C:35]2[CH:40]=[CH:39][C:38]([Cl:41])=[CH:37][CH:36]=2)[N:17]2[CH2:20][CH:19]([N:21]([S:31]([CH3:34])(=[O:33])=[O:32])[C:22]3[CH:23]=[C:24]([CH:28]=[CH:29][CH:30]=3)[C:25](O)=[O:26])[CH2:18]2)=[CH:12][CH:11]=1.[CH2:42]([N:44]1[CH2:48][CH2:47][CH2:46][CH:45]1[CH2:49][NH2:50])[CH3:43].[Cl-].[Na+]. Given the product [Cl:9][C:10]1[CH:11]=[CH:12][C:13]([CH:16]([C:35]2[CH:40]=[CH:39][C:38]([Cl:41])=[CH:37][CH:36]=2)[N:17]2[CH2:20][CH:19]([N:21]([S:31]([CH3:34])(=[O:32])=[O:33])[C:22]3[CH:23]=[C:24]([CH:28]=[CH:29][CH:30]=3)[C:25]([NH:50][CH2:49][CH:45]3[CH2:46][CH2:47][CH2:48][N:44]3[CH2:42][CH3:43])=[O:26])[CH2:18]2)=[CH:14][CH:15]=1, predict the reactants needed to synthesize it. (7) The reactants are: Cl[C:2]1[C:7]2[CH:8]=[CH:9][S:10][C:6]=2[CH:5]=[CH:4][N:3]=1.C1C=CC(P(C2C(C3C(P(C4C=CC=CC=4)C4C=CC=CC=4)=CC=C4C=3C=CC=C4)=C3C(C=CC=C3)=CC=2)C2C=CC=CC=2)=CC=1.CC(C)([O-])C.[Na+].C(=[NH:76])(C1C=CC=CC=1)C1C=CC=CC=1.NO. Given the product [S:10]1[C:6]2[CH:5]=[CH:4][N:3]=[C:2]([NH2:76])[C:7]=2[CH:8]=[CH:9]1, predict the reactants needed to synthesize it.